This data is from Reaction yield outcomes from USPTO patents with 853,638 reactions. The task is: Predict the reaction yield, written as a fraction of the theoretical maximum amount of product (1.0 means a 100% yield; for example, 0.34 means a 34% yield). (1) The reactants are [Cl:1][C:2]1[C:3]([NH:20][C:21]2[CH:26]=[CH:25][CH:24]=[CH:23][CH:22]=2)=[C:4]2[N:10]=[C:9]([C:11]3[CH:16]=[CH:15][C:14]([N+:17]([O-])=O)=[CH:13][CH:12]=3)[NH:8][C:5]2=[N:6][CH:7]=1. The catalyst is CO.[Ni]. The product is [NH2:17][C:14]1[CH:15]=[CH:16][C:11]([C:9]2[NH:8][C:5]3=[N:6][CH:7]=[C:2]([Cl:1])[C:3]([NH:20][C:21]4[CH:26]=[CH:25][CH:24]=[CH:23][CH:22]=4)=[C:4]3[N:10]=2)=[CH:12][CH:13]=1. The yield is 0.850. (2) The product is [OH:2][CH2:1][C:3]1[CH:8]=[CH:7][C:6]([C:9]2[C:10]([C:15]#[N:16])=[CH:11][CH:12]=[CH:13][CH:14]=2)=[CH:5][C:4]=1[C:17]([F:18])([F:19])[F:20]. The reactants are [CH:1]([C:3]1[CH:8]=[CH:7][C:6]([C:9]2[C:10]([C:15]#[N:16])=[CH:11][CH:12]=[CH:13][CH:14]=2)=[CH:5][C:4]=1[C:17]([F:20])([F:19])[F:18])=[O:2].[BH4-].[Na+]. The catalyst is CO. The yield is 0.950. (3) The reactants are C([Si]([O:18][C@@H:19]([CH2:22][CH2:23]Br)[CH2:20]Br)(C1C=CC=CC=1)C1C=CC=CC=1)(C)(C)C.[F:25][C:26]1[C:27]([CH3:38])=[C:28]([CH2:33][C:34]([O:36][CH3:37])=[O:35])[CH:29]=[CH:30][C:31]=1[F:32].[H-].[Na+].CCCC[N+](CCCC)(CCCC)CCCC.[F-]. The catalyst is CN(C=O)C.C1COCC1.C1OCCOCCOCCOCCOCCOC1. The product is [F:25][C:26]1[C:27]([CH3:38])=[C:28]([C@:33]2([C:34]([O:36][CH3:37])=[O:35])[CH2:23][CH2:22][C@H:19]([OH:18])[CH2:20]2)[CH:29]=[CH:30][C:31]=1[F:32]. The yield is 0.830. (4) The reactants are O[CH:2]1[O:8][C@H:7]([CH2:9][OH:10])[C@@H:5]([OH:6])[C@H:3]1O.[NH:11]1[CH:19]=[C:17]([CH3:18])[C:15](=[O:16])[NH:14][C:12]1=[S:13].Cl[Sn](Cl)(Cl)Cl. The catalyst is C(#N)C.CCOC(C)=O. The product is [C@@H:2]1([N:11]2[CH:19]=[C:17]([CH3:18])[C:15](=[O:16])[NH:14][C:12]2=[S:13])[O:8][C@H:7]([CH2:9][OH:10])[C@@H:5]([OH:6])[CH2:3]1. The yield is 0.400. (5) The catalyst is O1CCOCC1.O.C1C=CC(P(C2C=CC=CC=2)[C-]2C=CC=C2)=CC=1.C1C=CC(P(C2C=CC=CC=2)[C-]2C=CC=C2)=CC=1.Cl[Pd]Cl.[Fe+2]. The reactants are Cl[C:2]1[C:7]([C:8]([O:10][CH2:11][CH3:12])=[O:9])=[CH:6][CH:5]=[C:4]([C:13]2[CH:18]=[C:17]([O:19][CH2:20][CH:21]([CH3:23])[CH3:22])[CH:16]=[C:15]([F:24])[CH:14]=2)[N:3]=1.CC1(C)C(C)(C)OB([C:33]2[C:37]([CH3:39])([CH3:38])[CH2:36][C:35]([CH3:41])([CH3:40])[CH:34]=2)O1.ClCCl.C(=O)([O-])[O-].[Na+].[Na+]. The yield is 0.438. The product is [F:24][C:15]1[CH:14]=[C:13]([C:4]2[N:3]=[C:2]([C:33]3[C:37]([CH3:39])([CH3:38])[CH2:36][C:35]([CH3:41])([CH3:40])[CH:34]=3)[C:7]([C:8]([O:10][CH2:11][CH3:12])=[O:9])=[CH:6][CH:5]=2)[CH:18]=[C:17]([O:19][CH2:20][CH:21]([CH3:23])[CH3:22])[CH:16]=1.